Dataset: Forward reaction prediction with 1.9M reactions from USPTO patents (1976-2016). Task: Predict the product of the given reaction. (1) Given the reactants [CH3:1][O:2][C:3]1[CH:18]=[CH:17][C:6]([CH2:7][NH:8][C@H:9]([CH2:13][CH:14]([CH3:16])[CH3:15])[C:10]([NH2:12])=[O:11])=[CH:5][CH:4]=1.CCN(CC)CC.[Cl:26][C:27]1[CH:32]=[CH:31][C:30]([S:33](Cl)(=[O:35])=[O:34])=[CH:29][CH:28]=1, predict the reaction product. The product is: [Cl:26][C:27]1[CH:32]=[CH:31][C:30]([S:33]([N:8]([C@H:9]([CH2:13][CH:14]([CH3:16])[CH3:15])[C:10]([NH2:12])=[O:11])[CH2:7][C:6]2[CH:5]=[CH:4][C:3]([O:2][CH3:1])=[CH:18][CH:17]=2)(=[O:35])=[O:34])=[CH:29][CH:28]=1. (2) Given the reactants [NH:1]1[CH2:5][CH2:4][CH2:3][CH2:2]1.[CH3:6][C:7]1[CH:14]=[CH:13][CH:12]=[CH:11][C:8]=1[CH:9]=O.C([Cl:18])(=O)C, predict the reaction product. The product is: [Cl-:18].[CH3:6][C:7]1[CH:14]=[CH:13][CH:12]=[CH:11][C:8]=1[CH:9]=[N+:1]1[CH2:5][CH2:4][CH2:3][CH2:2]1. (3) The product is: [CH2:1]([C:8]1[CH:9]=[N:10][C:11]2[C:16]([C:17]=1[C:18]1[CH:19]=[C:20]([CH:21]=[CH:22][CH:23]=1)[O:24][CH2:41][C:38]1[CH:37]=[CH:36][C:35]([C:32]([CH3:34])([CH3:33])[C:31]([OH:43])=[O:30])=[CH:40][CH:39]=1)=[CH:15][CH:14]=[CH:13][C:12]=2[C:25]([F:28])([F:26])[F:27])[C:2]1[CH:3]=[CH:4][CH:5]=[CH:6][CH:7]=1. Given the reactants [CH2:1]([C:8]1[CH:9]=[N:10][C:11]2[C:16]([C:17]=1[C:18]1[CH:19]=[C:20]([OH:24])[CH:21]=[CH:22][CH:23]=1)=[CH:15][CH:14]=[CH:13][C:12]=2[C:25]([F:28])([F:27])[F:26])[C:2]1[CH:7]=[CH:6][CH:5]=[CH:4][CH:3]=1.C[O:30][C:31](=[O:43])[C:32]([C:35]1[CH:40]=[CH:39][C:38]([CH2:41]Br)=[CH:37][CH:36]=1)([CH3:34])[CH3:33].C([O-])([O-])=O.[K+].[K+], predict the reaction product. (4) The product is: [CH:1]([O:4][C:5]([N:7]1[CH2:12][CH2:11][CH:10]([O:13][C:14]2[C:19]([CH3:20])=[C:18]([O:29][C:28]3[C:23]([CH3:22])=[N:24][CH:25]=[CH:26][CH:27]=3)[N:17]=[CH:16][N:15]=2)[CH2:9][CH2:8]1)=[O:6])([CH3:3])[CH3:2]. Given the reactants [CH:1]([O:4][C:5]([N:7]1[CH2:12][CH2:11][CH:10]([O:13][C:14]2[C:19]([CH3:20])=[C:18](Cl)[N:17]=[CH:16][N:15]=2)[CH2:9][CH2:8]1)=[O:6])([CH3:3])[CH3:2].[CH3:22][C:23]1[C:28]([OH:29])=[CH:27][CH:26]=[CH:25][N:24]=1.C([O-])([O-])=O.[K+].[K+], predict the reaction product. (5) Given the reactants CC([O-])(C)C.[K+].[C:7]1([S:13]([CH2:16][CH2:17][SH:18])(=[O:15])=[O:14])[CH:12]=[CH:11][CH:10]=[CH:9][CH:8]=1.Cl[C:20]1[C:29]([C:30]([NH:32][CH2:33][C:34]2[S:35][CH:36]=[CH:37][CH:38]=2)=[O:31])=[CH:28][C:27]2[C:22](=[CH:23][CH:24]=[CH:25][CH:26]=2)[N:21]=1.CCCCCC, predict the reaction product. The product is: [C:7]1([S:13]([CH2:16][CH2:17][S:18][C:20]2[C:29]([C:30]([NH:32][CH2:33][C:34]3[S:35][CH:36]=[CH:37][CH:38]=3)=[O:31])=[CH:28][C:27]3[C:22](=[CH:23][CH:24]=[CH:25][CH:26]=3)[N:21]=2)(=[O:15])=[O:14])[CH:8]=[CH:9][CH:10]=[CH:11][CH:12]=1. (6) Given the reactants [CH3:1][C:2]1[CH:3]=[C:4]2[C:9](=[CH:10][CH:11]=1)[C:8](=[O:12])[N:7]([C:13]1[CH:14]=[N:15][CH:16]=[CH:17][C:18]=1[C:19]([F:22])([F:21])[F:20])[CH2:6][CH2:5]2.OS(O)(=O)=O.[N+:28]([O-])([O-:30])=[O:29].[K+], predict the reaction product. The product is: [CH3:1][C:2]1[CH:3]=[C:4]2[C:9](=[CH:10][C:11]=1[N+:28]([O-:30])=[O:29])[C:8](=[O:12])[N:7]([C:13]1[CH:14]=[N:15][CH:16]=[CH:17][C:18]=1[C:19]([F:20])([F:22])[F:21])[CH2:6][CH2:5]2.